Dataset: Reaction yield outcomes from USPTO patents with 853,638 reactions. Task: Predict the reaction yield, written as a fraction of the theoretical maximum amount of product (1.0 means a 100% yield; for example, 0.34 means a 34% yield). (1) No catalyst specified. The reactants are [CH3:1][C:2]1[O:6][N:5]=[C:4]([C:7]2[CH:12]=[CH:11][CH:10]=[CH:9][CH:8]=2)[C:3]=1[CH2:13][O:14][C:15]1[CH:23]=[CH:22][C:18]([C:19]([OH:21])=O)=[CH:17][N:16]=1.[OH:24][CH:25]1[CH2:30][CH2:29][NH:28][CH2:27][CH2:26]1. The yield is 0.730. The product is [OH:24][CH:25]1[CH2:30][CH2:29][N:28]([C:19]([C:18]2[CH:17]=[N:16][C:15]([O:14][CH2:13][C:3]3[C:4]([C:7]4[CH:8]=[CH:9][CH:10]=[CH:11][CH:12]=4)=[N:5][O:6][C:2]=3[CH3:1])=[CH:23][CH:22]=2)=[O:21])[CH2:27][CH2:26]1. (2) The reactants are [CH3:1][N:2]1[C:7](=[O:8])[CH:6]=[CH:5][C:4]([N:9]2[CH2:14][CH2:13][CH:12]([CH2:15][N:16]3[CH2:21][CH2:20][NH:19][CH2:18][C:17]3=[O:22])[CH2:11][CH2:10]2)=[N:3]1.C(N(CC)CC)C.[C:30]1([S:36]([N:39]2[C:47]3[C:42](=[CH:43][CH:44]=[C:45]([S:48](Cl)(=[O:50])=[O:49])[CH:46]=3)[C:41]([Cl:52])=[CH:40]2)(=[O:38])=[O:37])[CH:35]=[CH:34][CH:33]=[CH:32][CH:31]=1.O.ClCCl. The catalyst is CN(C)C=O.ClCCl. The product is [C:30]1([S:36]([N:39]2[C:47]3[C:42](=[CH:43][CH:44]=[C:45]([S:48]([N:19]4[CH2:20][CH2:21][N:16]([CH2:15][CH:12]5[CH2:13][CH2:14][N:9]([C:4]6[CH:5]=[CH:6][C:7](=[O:8])[N:2]([CH3:1])[N:3]=6)[CH2:10][CH2:11]5)[C:17](=[O:22])[CH2:18]4)(=[O:49])=[O:50])[CH:46]=3)[C:41]([Cl:52])=[CH:40]2)(=[O:37])=[O:38])[CH:31]=[CH:32][CH:33]=[CH:34][CH:35]=1. The yield is 0.670. (3) The reactants are [Cl:1][C:2]1[CH:7]=[CH:6][C:5]([C:8]2[N:9]=[C:10]([N:13]3[CH:18]4[CH2:19][CH2:20][CH:14]3[CH2:15][O:16][CH2:17]4)[S:11][CH:12]=2)=[CH:4][CH:3]=1.[Br:21]N1C(=O)CCC1=O.O.[OH-].[Na+]. The catalyst is CN(C=O)C. The product is [Br:21][C:12]1[S:11][C:10]([N:13]2[CH:18]3[CH2:19][CH2:20][CH:14]2[CH2:15][O:16][CH2:17]3)=[N:9][C:8]=1[C:5]1[CH:6]=[CH:7][C:2]([Cl:1])=[CH:3][CH:4]=1. The yield is 0.780. (4) The reactants are [CH2:1]([C:8]1[CH:20]=[CH:19][C:11]([O:12][CH2:13][C@H:14]2[CH2:18][CH2:17][CH2:16][NH:15]2)=[CH:10][CH:9]=1)[C:2]1[CH:7]=[CH:6][CH:5]=[CH:4][CH:3]=1.C(N(CC)CC)C.Br[CH2:29][CH2:30][C:31]([O:33][CH3:34])=[O:32]. The catalyst is CN(C=O)C. The product is [CH3:34][O:33][C:31](=[O:32])[CH2:30][CH2:29][N:15]1[CH2:16][CH2:17][CH2:18][C@@H:14]1[CH2:13][O:12][C:11]1[CH:19]=[CH:20][C:8]([CH2:1][C:2]2[CH:3]=[CH:4][CH:5]=[CH:6][CH:7]=2)=[CH:9][CH:10]=1. The yield is 0.130. (5) The reactants are Br[C:2]1[CH:3]=[CH:4][C:5]([NH2:10])=[N:6][C:7]=1[O:8][CH3:9].[CH3:11][C:12]1[CH:17]=[C:16]([Sn](CCCC)(CCCC)CCCC)[CH:15]=[CH:14][N:13]=1. The catalyst is C1(C)C(C)=CC=CC=1.C1C=CC([P]([Pd]([P](C2C=CC=CC=2)(C2C=CC=CC=2)C2C=CC=CC=2)([P](C2C=CC=CC=2)(C2C=CC=CC=2)C2C=CC=CC=2)[P](C2C=CC=CC=2)(C2C=CC=CC=2)C2C=CC=CC=2)(C2C=CC=CC=2)C2C=CC=CC=2)=CC=1. The product is [CH3:9][O:8][C:7]1[C:2]([C:16]2[CH:15]=[CH:14][N:13]=[C:12]([CH3:11])[CH:17]=2)=[CH:3][CH:4]=[C:5]([NH2:10])[N:6]=1. The yield is 0.750.